Dataset: Merck oncology drug combination screen with 23,052 pairs across 39 cell lines. Task: Regression. Given two drug SMILES strings and cell line genomic features, predict the synergy score measuring deviation from expected non-interaction effect. (1) Drug 1: COc1cccc2c1C(=O)c1c(O)c3c(c(O)c1C2=O)CC(O)(C(=O)CO)CC3OC1CC(N)C(O)C(C)O1. Drug 2: O=C(CCCCCCC(=O)Nc1ccccc1)NO. Cell line: NCIH1650. Synergy scores: synergy=8.30. (2) Drug 1: CCN(CC)CCNC(=O)c1c(C)[nH]c(C=C2C(=O)Nc3ccc(F)cc32)c1C. Drug 2: Cn1cc(-c2cnn3c(N)c(Br)c(C4CCCNC4)nc23)cn1. Cell line: LNCAP. Synergy scores: synergy=-8.48. (3) Drug 1: N#Cc1ccc(Cn2cncc2CN2CCN(c3cccc(Cl)c3)C(=O)C2)cc1. Drug 2: CCN(CC)CCNC(=O)c1c(C)[nH]c(C=C2C(=O)Nc3ccc(F)cc32)c1C. Cell line: VCAP. Synergy scores: synergy=13.6. (4) Drug 1: O=C(CCCCCCC(=O)Nc1ccccc1)NO. Drug 2: CCN(CC)CCNC(=O)c1c(C)[nH]c(C=C2C(=O)Nc3ccc(F)cc32)c1C. Cell line: A375. Synergy scores: synergy=0.535. (5) Drug 1: Cn1nnc2c(C(N)=O)ncn2c1=O. Drug 2: NC1CCCCC1N.O=C(O)C(=O)O.[Pt+2]. Cell line: NCIH23. Synergy scores: synergy=-37.3. (6) Drug 1: N.N.O=C(O)C1(C(=O)O)CCC1.[Pt]. Drug 2: COC1=C2CC(C)CC(OC)C(O)C(C)C=C(C)C(OC(N)=O)C(OC)C=CC=C(C)C(=O)NC(=CC1=O)C2=O. Cell line: RPMI7951. Synergy scores: synergy=-5.78. (7) Drug 1: O=C(NOCC(O)CO)c1ccc(F)c(F)c1Nc1ccc(I)cc1F. Drug 2: CCc1c2c(nc3ccc(O)cc13)-c1cc3c(c(=O)n1C2)COC(=O)C3(O)CC. Cell line: OVCAR3. Synergy scores: synergy=31.6. (8) Drug 2: COC1CC2CCC(C)C(O)(O2)C(=O)C(=O)N2CCCCC2C(=O)OC(C(C)CC2CCC(OP(C)(C)=O)C(OC)C2)CC(=O)C(C)C=C(C)C(O)C(OC)C(=O)C(C)CC(C)C=CC=CC=C1C. Drug 1: O=C(O)C1(Cc2cccc(Nc3nccs3)n2)CCC(Oc2cccc(Cl)c2F)CC1. Cell line: SKMEL30. Synergy scores: synergy=29.0. (9) Drug 1: CCC1(O)CC2CN(CCc3c([nH]c4ccccc34)C(C(=O)OC)(c3cc4c(cc3OC)N(C)C3C(O)(C(=O)OC)C(OC(C)=O)C5(CC)C=CCN6CCC43C65)C2)C1. Drug 2: N#Cc1ccc(Cn2cncc2CN2CCN(c3cccc(Cl)c3)C(=O)C2)cc1. Cell line: A2780. Synergy scores: synergy=9.86.